Dataset: Peptide-MHC class I binding affinity with 185,985 pairs from IEDB/IMGT. Task: Regression. Given a peptide amino acid sequence and an MHC pseudo amino acid sequence, predict their binding affinity value. This is MHC class I binding data. (1) The peptide sequence is AEIESATLF. The MHC is HLA-A25:01 with pseudo-sequence HLA-A25:01. The binding affinity (normalized) is 0.0847. (2) The peptide sequence is FTLGIMAIA. The MHC is HLA-A02:03 with pseudo-sequence HLA-A02:03. The binding affinity (normalized) is 0.638.